This data is from Forward reaction prediction with 1.9M reactions from USPTO patents (1976-2016). The task is: Predict the product of the given reaction. Given the reactants [CH3:1][O:2][C:3]1[CH:4]=[C:5]([CH2:11][CH2:12][C:13]([C:15]2[CH:20]=[CH:19][CH:18]=[C:17]([O:21][CH2:22][CH2:23][N:24]3[CH2:29][CH2:28][O:27][CH2:26][CH2:25]3)[CH:16]=2)=[O:14])[CH:6]=[CH:7][C:8]=1[O:9][CH3:10].CCCCCC.B(Cl)([C@@H]1[C@@H](C)[C@@H]2C(C)(C)[C@@H](C2)C1)[C@@H]1[C@@H](C)[C@@H]2C(C)(C)[C@@H](C2)C1, predict the reaction product. The product is: [CH3:1][O:2][C:3]1[CH:4]=[C:5]([CH2:11][CH2:12][C@H:13]([C:15]2[CH:20]=[CH:19][CH:18]=[C:17]([O:21][CH2:22][CH2:23][N:24]3[CH2:29][CH2:28][O:27][CH2:26][CH2:25]3)[CH:16]=2)[OH:14])[CH:6]=[CH:7][C:8]=1[O:9][CH3:10].